Dataset: Catalyst prediction with 721,799 reactions and 888 catalyst types from USPTO. Task: Predict which catalyst facilitates the given reaction. (1) Reactant: [CH2:1]([N:8]1[C:16]2[C:11](=[CH:12][C:13]([OH:17])=[CH:14][CH:15]=2)[CH:10]=[CH:9]1)[C:2]1[CH:7]=[CH:6][CH:5]=[CH:4][CH:3]=1.[Cl:18][C:19]1[CH:20]=[C:21]([C:26]([F:29])([F:28])[F:27])[CH:22]=[CH:23][C:24]=1F.C([O-])([O-])=O.[Cs+].[Cs+]. Product: [CH2:1]([N:8]1[C:16]2[C:11](=[CH:12][C:13]([O:17][C:24]3[CH:23]=[CH:22][C:21]([C:26]([F:29])([F:28])[F:27])=[CH:20][C:19]=3[Cl:18])=[CH:14][CH:15]=2)[CH:10]=[CH:9]1)[C:2]1[CH:3]=[CH:4][CH:5]=[CH:6][CH:7]=1. The catalyst class is: 3. (2) Reactant: [O:1]=[C:2]1[CH2:7][S:6][C:5]2[CH:8]=[CH:9][C:10]([CH:12]=O)=[N:11][C:4]=2[NH:3]1.[F:14][C:15]1[CH:16]=[N:17][C:18]2[C:23]([C:24]=1[CH2:25][CH2:26][C:27]13[CH2:34][CH2:33][C:30]([NH2:35])([CH2:31][CH2:32]1)[CH2:29][O:28]3)=[N:22][C:21]([O:36][CH3:37])=[CH:20][CH:19]=2.C(O[BH-](OC(=O)C)OC(=O)C)(=O)C.[Na+].O. Product: [F:14][C:15]1[CH:16]=[N:17][C:18]2[C:23]([C:24]=1[CH2:25][CH2:26][C:27]13[CH2:34][CH2:33][C:30]([NH:35][CH2:12][C:10]4[CH:9]=[CH:8][C:5]5[S:6][CH2:7][C:2](=[O:1])[NH:3][C:4]=5[N:11]=4)([CH2:31][CH2:32]1)[CH2:29][O:28]3)=[N:22][C:21]([O:36][CH3:37])=[CH:20][CH:19]=2. The catalyst class is: 9. (3) Reactant: [I:1][C:2]1[CH:3]=[C:4]2[C:9](=[CH:10][CH:11]=1)[C:8](=[O:12])[NH:7][C:6](=[O:13])[C:5]2=[CH:14][NH:15][C:16]1[CH:21]=[CH:20][C:19]([CH:22]2[CH2:26][CH2:25][CH2:24][NH:23]2)=[CH:18][CH:17]=1.C([O-])([O-])=O.[Na+].[Na+].Br[CH:34]([OH:36])[CH3:35]. Product: [OH:36][CH2:34][CH2:35][N:23]1[CH2:24][CH2:25][CH2:26][CH:22]1[C:19]1[CH:20]=[CH:21][C:16]([NH:15][CH:14]=[C:5]2[C:4]3[C:9](=[CH:10][CH:11]=[C:2]([I:1])[CH:3]=3)[C:8](=[O:12])[NH:7][C:6]2=[O:13])=[CH:17][CH:18]=1. The catalyst class is: 1. (4) Reactant: Br[C:2]1[C:3]([C:26]([F:29])([F:28])[F:27])=[CH:4][C:5]2[O:24][CH2:23][C:8]3=[N:9][N:10]([CH2:15][O:16][CH2:17][CH2:18][Si:19]([CH3:22])([CH3:21])[CH3:20])[C:11](=[O:14])[CH:12]([CH3:13])[N:7]3[C:6]=2[CH:25]=1.[C:30]([O:34][C:35]([N:37]1[CH2:42][CH:41]=[C:40](B2OC(C)(C)C(C)(C)O2)[CH2:39][CH2:38]1)=[O:36])([CH3:33])([CH3:32])[CH3:31].C([O-])([O-])=O.[K+].[K+]. The catalyst class is: 38. Product: [CH3:13][CH:12]1[C:11](=[O:14])[N:10]([CH2:15][O:16][CH2:17][CH2:18][Si:19]([CH3:22])([CH3:21])[CH3:20])[N:9]=[C:8]2[CH2:23][O:24][C:5]3[CH:4]=[C:3]([C:26]([F:29])([F:28])[F:27])[C:2]([C:40]4[CH2:41][CH2:42][N:37]([C:35]([O:34][C:30]([CH3:33])([CH3:32])[CH3:31])=[O:36])[CH2:38][CH:39]=4)=[CH:25][C:6]=3[N:7]12.